This data is from Forward reaction prediction with 1.9M reactions from USPTO patents (1976-2016). The task is: Predict the product of the given reaction. (1) Given the reactants [C:1]([O:5][C:6]([N:8]1[CH2:13][CH2:12][NH:11][CH2:10][CH2:9]1)=[O:7])([CH3:4])([CH3:3])[CH3:2].[C:14](N1C=CN=C1)([N:16]1C=CN=C1)=[S:15], predict the reaction product. The product is: [C:1]([O:5][C:6]([N:8]1[CH2:13][CH2:12][N:11]([C:14](=[S:15])[NH2:16])[CH2:10][CH2:9]1)=[O:7])([CH3:4])([CH3:2])[CH3:3]. (2) Given the reactants [ClH:1].C(OC([N:9]1[CH2:13][CH2:12][CH:11]([N:14]2[CH:18]=[C:17]([N+:19]([O-:21])=[O:20])[CH:16]=[N:15]2)[CH2:10]1)=O)(C)(C)C, predict the reaction product. The product is: [ClH:1].[N+:19]([C:17]1[CH:16]=[N:15][N:14]([CH:11]2[CH2:12][CH2:13][NH:9][CH2:10]2)[CH:18]=1)([O-:21])=[O:20]. (3) Given the reactants I[C:2]1[CH:7]=[CH:6][N:5]=[C:4]([O:8][CH2:9][C:10]2[CH:15]=[CH:14][C:13]([O:16][CH3:17])=[CH:12][CH:11]=2)[CH:3]=1.[OH:18][C@@:19]([C@H:28]1[O:33][CH2:32][CH2:31][N:30]([C:34]2[CH:38]=[CH:37][NH:36][N:35]=2)[C:29]1=[O:39])([CH3:27])[C:20]([O:22][C:23]([CH3:26])([CH3:25])[CH3:24])=[O:21].BrC1C=CC(=O)N(C(F)F)C=1.NC1C=CNN=1, predict the reaction product. The product is: [OH:18][C@@:19]([C@H:28]1[O:33][CH2:32][CH2:31][N:30]([C:34]2[CH:38]=[CH:37][N:36]([C:2]3[CH:7]=[CH:6][N:5]=[C:4]([O:8][CH2:9][C:10]4[CH:15]=[CH:14][C:13]([O:16][CH3:17])=[CH:12][CH:11]=4)[CH:3]=3)[N:35]=2)[C:29]1=[O:39])([CH3:27])[C:20]([O:22][C:23]([CH3:25])([CH3:26])[CH3:24])=[O:21]. (4) Given the reactants [NH2:1][C:2]1[C:10]2[C:5](=[CH:6][C:7]([Br:12])=[CH:8][C:9]=2[F:11])[NH:4][C:3]=1[C:13]([NH2:15])=[O:14].[O:16]=[C:17](Cl)OC(Cl)(Cl)Cl.O, predict the reaction product. The product is: [Br:12][C:7]1[CH:8]=[C:9]([F:11])[C:10]2[C:2]3[NH:1][C:17](=[O:16])[NH:15][C:13](=[O:14])[C:3]=3[NH:4][C:5]=2[CH:6]=1. (5) Given the reactants C(O)C(O)C[O:4][CH2:5][CH:6]([OH:9])[CH2:7][OH:8].[C:12]([OH:31])(=[O:30])[CH2:13][CH2:14][CH2:15][CH2:16][CH2:17][CH2:18][CH2:19][CH2:20][CH2:21][CH2:22][CH2:23][CH2:24][CH2:25][CH2:26][CH2:27][CH2:28][CH3:29].C([O-])(=O)C([O-])=O.[Sn+2], predict the reaction product. The product is: [C:12]([OH:31])(=[O:30])[CH2:13][CH2:14][CH2:15][CH2:16][CH2:17][CH2:18][CH2:19][CH2:20][CH2:21][CH2:22][CH2:23][CH2:24][CH2:25][CH2:26][CH2:27][CH2:28][CH3:29].[OH:4][CH2:5][CH:6]([CH2:7][OH:8])[OH:9].[OH:4][CH2:5][CH:6]([CH2:7][OH:8])[OH:9]. (6) Given the reactants [I-:1].[Na+].F[B-](F)(F)F.[F:8][S:9]([F:21])([F:20])([F:19])([F:18])[C:10]1[CH:15]=[CH:14][C:13]([N+]#N)=[CH:12][CH:11]=1.[CH3:22][C:23]1[CH:24]=[CH:25][C:26]([CH3:29])=[CH:27][CH:28]=1, predict the reaction product. The product is: [I:1][C:13]1[CH:14]=[CH:15][C:10]([S:9]([F:21])([F:20])([F:19])([F:18])[F:8])=[CH:11][CH:12]=1.[CH3:22][C:23]1[CH:24]=[CH:25][C:26]([CH3:29])=[CH:27][C:28]=1[C:13]1[CH:14]=[CH:15][C:10]([S:9]([F:21])([F:20])([F:19])([F:18])[F:8])=[CH:11][CH:12]=1. (7) Given the reactants [F:1][C:2]1[C:3]([C:27](O)=[O:28])=[CH:4][C:5]2[N:9]=[C:8]([NH:10][C:11]3[S:12][C:13]4[CH:19]=[C:18]([O:20][C:21]([F:24])([F:23])[F:22])[CH:17]=[CH:16][C:14]=4[N:15]=3)[N:7]([CH3:25])[C:6]=2[CH:26]=1.[CH2:30]([NH2:32])[CH3:31].CN(C(ON1N=NC2C=CC=CC1=2)=[N+](C)C)C.F[P-](F)(F)(F)(F)F.CCN(C(C)C)C(C)C, predict the reaction product. The product is: [CH2:30]([NH:32][C:27]([C:3]1[C:2]([F:1])=[CH:26][C:6]2[N:7]([CH3:25])[C:8]([NH:10][C:11]3[S:12][C:13]4[CH:19]=[C:18]([O:20][C:21]([F:23])([F:24])[F:22])[CH:17]=[CH:16][C:14]=4[N:15]=3)=[N:9][C:5]=2[CH:4]=1)=[O:28])[CH3:31]. (8) Given the reactants Cl[C:2]1[C:7]([N+:8]([O-:10])=[O:9])=[CH:6][CH:5]=[C:4]([Cl:11])[C:3]=1[S:12]([NH2:15])(=[O:14])=[O:13].[C:16]([O-])(=[O:18])[CH3:17].[K+].C1OCCOCCOCCOCCOCCOC1.Cl, predict the reaction product. The product is: [C:16]([C:2]1[C:7]([N+:8]([O-:10])=[O:9])=[CH:6][CH:5]=[C:4]([Cl:11])[C:3]=1[S:12]([NH2:15])(=[O:14])=[O:13])(=[O:18])[CH3:17].